Dataset: Catalyst prediction with 721,799 reactions and 888 catalyst types from USPTO. Task: Predict which catalyst facilitates the given reaction. (1) Reactant: [NH:1]1[CH:5]=[CH:4][C:3]([C:6]2[CH:18]=[CH:17][CH:16]=[CH:15][C:7]=2[O:8][CH2:9][C:10]([O:12]CC)=O)=[N:2]1.[NH2:19][CH2:20][CH:21]([OH:32])[CH2:22][N:23]1[CH2:31][C:30]2[C:25](=[CH:26][CH:27]=[CH:28][CH:29]=2)[CH2:24]1. Product: [NH:1]1[CH:5]=[CH:4][C:3]([C:6]2[CH:18]=[CH:17][CH:16]=[CH:15][C:7]=2[O:8][CH2:9][C:10]([NH:19][CH2:20][CH:21]([OH:32])[CH2:22][N:23]2[CH2:31][C:30]3[C:25](=[CH:26][CH:27]=[CH:28][CH:29]=3)[CH2:24]2)=[O:12])=[N:2]1. The catalyst class is: 14. (2) Reactant: I[C:2]1[C:3]([CH:16]([OH:19])[CH:17]=[CH2:18])=[N:4][N:5]([CH2:7][C:8]2[CH:13]=[CH:12][C:11]([O:14][CH3:15])=[CH:10][CH:9]=2)[CH:6]=1.C(O[B:24]1[O:28][C:27]([CH3:30])([CH3:29])[C:26]([CH3:32])([CH3:31])[O:25]1)(C)C.[Li]CCCC.[NH4+].[Cl-]. Product: [CH3:15][O:14][C:11]1[CH:12]=[CH:13][C:8]([CH2:7][N:5]2[CH:6]=[C:2]([B:24]3[O:28][C:27]([CH3:30])([CH3:29])[C:26]([CH3:32])([CH3:31])[O:25]3)[C:3]([CH:16]([OH:19])[CH:17]=[CH2:18])=[N:4]2)=[CH:9][CH:10]=1. The catalyst class is: 1. (3) Reactant: [F:1][C:2]([F:39])([F:38])[C:3]1[CH:4]=[C:5]([NH:9][C:10]([C:12]2[C:21]3[C:16](=[CH:17][C:18]([O:22][C:23]4[CH:28]=[C:27]([CH2:29][O:30]CC5C=CC=CC=5)[N:26]=[CH:25][N:24]=4)=[CH:19][CH:20]=3)[CH:15]=[CH:14][CH:13]=2)=[O:11])[CH:6]=[CH:7][CH:8]=1.FC(F)(F)C(O)=O. Product: [F:39][C:2]([F:1])([F:38])[C:3]1[CH:4]=[C:5]([NH:9][C:10]([C:12]2[C:21]3[C:16](=[CH:17][C:18]([O:22][C:23]4[CH:28]=[C:27]([CH2:29][OH:30])[N:26]=[CH:25][N:24]=4)=[CH:19][CH:20]=3)[CH:15]=[CH:14][CH:13]=2)=[O:11])[CH:6]=[CH:7][CH:8]=1. The catalyst class is: 11. (4) Reactant: [C:9](O[C:9]([O:11][C:12]([CH3:15])([CH3:14])[CH3:13])=[O:10])([O:11][C:12]([CH3:15])([CH3:14])[CH3:13])=[O:10].[NH2:16][CH2:17][CH:18]([C:21]1[CH:26]=[CH:25][CH:24]=[CH:23][C:22]=1[Cl:27])[CH2:19][OH:20]. Product: [Cl:27][C:22]1[CH:23]=[CH:24][CH:25]=[CH:26][C:21]=1[CH:18]([CH2:19][OH:20])[CH2:17][NH:16][C:9](=[O:10])[O:11][C:12]([CH3:13])([CH3:14])[CH3:15]. The catalyst class is: 96. (5) Reactant: [CH:1]1[C:14]2[CH:13]([C:15]([O:17][CH3:18])=[O:16])[C:12]3[C:7](=[CH:8][CH:9]=[CH:10][CH:11]=3)[O:6][C:5]=2[CH:4]=[CH:3][CH:2]=1.[CH3:19]I. Product: [CH3:19][C:13]1([C:15]([O:17][CH3:18])=[O:16])[C:14]2[CH:1]=[CH:2][CH:3]=[CH:4][C:5]=2[O:6][C:7]2[C:12]1=[CH:11][CH:10]=[CH:9][CH:8]=2. The catalyst class is: 30. (6) Reactant: [CH3:1][C:2]1[O:3][C:4]2[C:9]([C:10](=[O:12])[CH:11]=1)=[CH:8][CH:7]=[CH:6][C:5]=2[CH:13]=O.O=[C:16]([CH3:25])[CH2:17][C:18]([O:20][CH:21]1[CH2:24][CH2:23][CH2:22]1)=[O:19].[NH2:26]/[C:27](/[CH3:31])=[CH:28]\[C:29]#[N:30].C(O)(=O)C. Product: [C:29]([C:28]1[CH:13]([C:5]2[CH:6]=[CH:7][CH:8]=[C:9]3[C:4]=2[O:3][C:2]([CH3:1])=[CH:11][C:10]3=[O:12])[C:17]([C:18]([O:20][CH:21]2[CH2:24][CH2:23][CH2:22]2)=[O:19])=[C:16]([CH3:25])[NH:26][C:27]=1[CH3:31])#[N:30]. The catalyst class is: 41. (7) Reactant: [Cl:1][C:2]1[C:3]([C:35]([F:38])([F:37])[F:36])=[CH:4][C:5]2[N:9]=[C:8]([CH2:10][CH3:11])[N:7]([C:12]3[CH:33]=[CH:32][C:15]([CH2:16][CH2:17][N:18]([S:22]([C:25]4[CH:30]=[CH:29][C:28]([CH3:31])=[CH:27][CH:26]=4)(=[O:24])=[O:23])[C:19](=[O:21])[O-:20])=[CH:14][CH:13]=3)[C:6]=2[CH:34]=1.[C:39]1([CH3:49])[CH:44]=[CH:43][C:42]([S:45]([OH:48])(=[O:47])=[O:46])=[CH:41][CH:40]=1. Product: [C:39]1([CH3:49])[CH:40]=[CH:41][C:42]([S:45]([OH:48])(=[O:46])=[O:47])=[CH:43][CH:44]=1.[Cl:1][C:2]1[C:3]([C:35]([F:38])([F:37])[F:36])=[CH:4][C:5]2[N:9]=[C:8]([CH2:10][CH3:11])[N:7]([C:12]3[CH:33]=[CH:32][C:15]([CH2:16][CH2:17][N:18]([S:22]([C:25]4[CH:30]=[CH:29][C:28]([CH3:31])=[CH:27][CH:26]=4)(=[O:23])=[O:24])[C:19](=[O:20])[OH:21])=[CH:14][CH:13]=3)[C:6]=2[CH:34]=1. The catalyst class is: 21. (8) Reactant: C([O:4][C@H:5]([CH3:23])[CH2:6][CH2:7][CH2:8][CH2:9][N:10]1[C:19](=[O:20])[C:18]2[N:17]([CH3:21])[N:16]=[N:15][C:14]=2[N:13]([CH3:22])[C:11]1=[O:12])(=O)C.Cl.C(OCC)C. Product: [CH3:22][N:13]1[C:14]2[N:15]=[N:16][N:17]([CH3:21])[C:18]=2[C:19](=[O:20])[N:10]([CH2:9][CH2:8][CH2:7][CH2:6][C@H:5]([OH:4])[CH3:23])[C:11]1=[O:12]. The catalyst class is: 5.